This data is from Forward reaction prediction with 1.9M reactions from USPTO patents (1976-2016). The task is: Predict the product of the given reaction. (1) Given the reactants CC1(C)C2C3C=C(S([O-])(=O)=O)C=C(S([O-])(=O)=O)C=3C=CC=2N(CCCS([O-])(=O)=O)/C/1=C/C=C(\C1C=CC=C(CCCCC(O[N:78]2[C:82](=[O:83])[CH2:81][CH2:80][C:79]2=[O:84])=O)C=1)/C=C/C1C(C)(C)C2C3C=C(S([O-])(=O)=O)C=C(S([O-])(=O)=O)C=3C=CC=2[N+]=1CCCS([O-])(=O)=O.[Na+:86].[Na+].[Na+].[Na+].[Na+].[C:91]([CH2:94][CH2:95][CH2:96][CH2:97][C:98]1[CH:103]=[CH:102][CH:101]=[CH:100][C:99]=1/[C:104](=[CH:129]\[CH:130]=[C:131]1\[N:132]([CH2:146][CH2:147][CH2:148][S:149]([O-:152])(=[O:151])=[O:150])[C:133]2[C:138]([C:139]\1([CH3:141])[CH3:140])=[CH:137][C:136]([S:142]([O-:145])(=[O:144])=[O:143])=[CH:135][CH:134]=2)/[CH:105]=[CH:106]/[C:107]1[C:115]([CH3:117])([CH3:116])[C:114]2[C:109](=[CH:110][CH:111]=[C:112]([S:118]([O-:121])(=[O:120])=[O:119])[CH:113]=2)[N+:108]=1[CH2:122][CH2:123][CH2:124][S:125]([O-:128])(=[O:127])=[O:126])([OH:93])=[O:92].[Na+].[Na+].[Na+], predict the reaction product. The product is: [CH3:117][C:115]1([CH3:116])[C:114]2[C:109](=[CH:110][CH:111]=[C:112]([S:118]([O-:121])(=[O:119])=[O:120])[CH:113]=2)[N:108]([CH2:122][CH2:123][CH2:124][S:125]([O-:128])(=[O:127])=[O:126])/[C:107]/1=[CH:106]/[CH:105]=[C:104](\[C:99]1[CH:100]=[CH:101][CH:102]=[CH:103][C:98]=1[CH2:97][CH2:96][CH2:95][CH2:94][C:91]([O:93][N:78]1[C:82](=[O:83])[CH2:81][CH2:80][C:79]1=[O:84])=[O:92])/[CH:129]=[CH:130]/[C:131]1[C:139]([CH3:140])([CH3:141])[C:138]2[C:133](=[CH:134][CH:135]=[C:136]([S:142]([O-:145])(=[O:144])=[O:143])[CH:137]=2)[N+:132]=1[CH2:146][CH2:147][CH2:148][S:149]([O-:152])(=[O:151])=[O:150].[Na+:86].[Na+:86].[Na+:86]. (2) Given the reactants CS(O[C@H:6]1[CH2:11][CH2:10][CH2:9][CH2:8][C@@H:7]1[N:12]1[C:16]([C:17]2[CH:22]=[CH:21][CH:20]=[CH:19][CH:18]=2)=[C:15]([C:23]([O:25][CH2:26][CH3:27])=[O:24])[N:14]=[CH:13]1)(=O)=O.CCCC[N+](CCCC)(CCCC)CCCC.[F-:45], predict the reaction product. The product is: [F:45][C@@H:6]1[CH2:11][CH2:10][CH2:9][CH2:8][C@@H:7]1[N:12]1[C:16]([C:17]2[CH:22]=[CH:21][CH:20]=[CH:19][CH:18]=2)=[C:15]([C:23]([O:25][CH2:26][CH3:27])=[O:24])[N:14]=[CH:13]1. (3) Given the reactants [Cl:1][C:2]1[N:10]=[C:9]([Cl:11])[CH:8]=[CH:7][C:3]=1[C:4](O)=[O:5].Cl.[CH3:13][NH:14][O:15][CH3:16].C(N(CC)CC)C.Cl.C(N=C=NCCCN(C)C)C, predict the reaction product. The product is: [Cl:1][C:2]1[N:10]=[C:9]([Cl:11])[CH:8]=[CH:7][C:3]=1[C:4]([N:14]([O:15][CH3:16])[CH3:13])=[O:5]. (4) Given the reactants [Cl:1][C:2]1[CH:7]=[CH:6][C:5]([F:8])=[CH:4][N+:3]=1[O-:9].S(=O)(=O)(O)O.[N+:15]([O-])([O-:17])=[O:16].[K+].[OH-].[NH4+], predict the reaction product. The product is: [Cl:1][C:2]1[CH:7]=[C:6]([N+:15]([O-:17])=[O:16])[C:5]([F:8])=[CH:4][N+:3]=1[O-:9]. (5) Given the reactants Cl.[CH2:2]([N:4]1[CH2:9][CH2:8][C:7]([S:13]([C:16]2[CH:21]=[CH:20][C:19]([C:22]3[CH:27]=[CH:26][C:25]([O:28][C:29]([F:34])([F:33])[CH:30]([F:32])[F:31])=[CH:24][CH:23]=3)=[CH:18][CH:17]=2)(=[O:15])=[O:14])([C:10](O)=[O:11])[CH2:6][CH2:5]1)[CH3:3].C(N(CC)CC)C.F[B-](F)(F)F.N1(OC(N(C)C)=[N+](C)C)C2C=CC=CC=2N=N1.[O:64]1[CH2:69][CH2:68][CH2:67][CH2:66][CH:65]1[O:70][NH2:71], predict the reaction product. The product is: [CH2:2]([N:4]1[CH2:5][CH2:6][C:7]([S:13]([C:16]2[CH:21]=[CH:20][C:19]([C:22]3[CH:27]=[CH:26][C:25]([O:28][C:29]([F:34])([F:33])[CH:30]([F:31])[F:32])=[CH:24][CH:23]=3)=[CH:18][CH:17]=2)(=[O:15])=[O:14])([C:10]([NH:71][O:70][CH:65]2[CH2:66][CH2:67][CH2:68][CH2:69][O:64]2)=[O:11])[CH2:8][CH2:9]1)[CH3:3]. (6) Given the reactants [CH:1]12[CH2:20][CH2:19][CH2:18][CH:14]([CH2:15][CH2:16][CH2:17]1)B12[H]B2([CH:14]3[CH2:18][CH2:19][CH2:20][CH:1]2[CH2:17][CH2:16][CH2:15]3)[H]1.[OH2:21].Br[C:23]1[CH:24]=[CH:25][CH:26]=[C:27]2[C:31]=1[NH:30][CH2:29][CH2:28]2.[O-]P([O-])([O-])=O.[K+].[K+].[K+].C1[CH2:44][O:43][CH2:42]C1, predict the reaction product. The product is: [NH:30]1[C:31]2[C:27](=[CH:26][CH:25]=[CH:24][C:23]=2[CH2:14][CH2:18][C:19]2[CH:15]=[CH:16][C:17]([C:42]([O:43][CH3:44])=[O:21])=[CH:1][CH:20]=2)[CH2:28][CH2:29]1. (7) Given the reactants Cl.[CH3:2][O:3][NH:4][CH3:5].C(N(CC)CC)C.[Cl:13][C:14]1[CH:22]=[C:21]([Cl:23])[CH:20]=[CH:19][C:15]=1[C:16](Cl)=[O:17].O, predict the reaction product. The product is: [Cl:13][C:14]1[CH:22]=[C:21]([Cl:23])[CH:20]=[CH:19][C:15]=1[C:16]([N:4]([O:3][CH3:2])[CH3:5])=[O:17].